Regression. Given two drug SMILES strings and cell line genomic features, predict the synergy score measuring deviation from expected non-interaction effect. From a dataset of NCI-60 drug combinations with 297,098 pairs across 59 cell lines. (1) Drug 1: C1=C(C(=O)NC(=O)N1)N(CCCl)CCCl. Drug 2: C1=NNC2=C1C(=O)NC=N2. Cell line: A549. Synergy scores: CSS=25.2, Synergy_ZIP=-0.526, Synergy_Bliss=0.666, Synergy_Loewe=-23.6, Synergy_HSA=0.253. (2) Drug 1: CC(C)CN1C=NC2=C1C3=CC=CC=C3N=C2N. Drug 2: C1C(C(OC1N2C=NC3=C2NC=NCC3O)CO)O. Cell line: MOLT-4. Synergy scores: CSS=2.08, Synergy_ZIP=-1.17, Synergy_Bliss=0.434, Synergy_Loewe=-2.24, Synergy_HSA=-0.130. (3) Drug 1: CC(CN1CC(=O)NC(=O)C1)N2CC(=O)NC(=O)C2. Drug 2: CC1=C(C(=O)C2=C(C1=O)N3CC4C(C3(C2COC(=O)N)OC)N4)N. Cell line: CAKI-1. Synergy scores: CSS=39.1, Synergy_ZIP=-1.73, Synergy_Bliss=0.0771, Synergy_Loewe=1.39, Synergy_HSA=4.78.